Dataset: Peptide-MHC class II binding affinity with 134,281 pairs from IEDB. Task: Regression. Given a peptide amino acid sequence and an MHC pseudo amino acid sequence, predict their binding affinity value. This is MHC class II binding data. (1) The peptide sequence is VFLQTHIFAEVLKDA. The MHC is HLA-DPA10301-DPB10402 with pseudo-sequence HLA-DPA10301-DPB10402. The binding affinity (normalized) is 0.734. (2) The peptide sequence is AAVELARALVRAVAE. The MHC is DRB1_0404 with pseudo-sequence DRB1_0404. The binding affinity (normalized) is 0.589. (3) The peptide sequence is LSPILFECLIHPMLG. The MHC is HLA-DPA10201-DPB11401 with pseudo-sequence HLA-DPA10201-DPB11401. The binding affinity (normalized) is 0.386. (4) The peptide sequence is HLVGIPTHRHLKGEA. The MHC is DRB1_0101 with pseudo-sequence DRB1_0101. The binding affinity (normalized) is 0.838. (5) The peptide sequence is GNLQIVDKIDAAFKI. The MHC is DRB1_0401 with pseudo-sequence DRB1_0401. The binding affinity (normalized) is 0.496.